Dataset: Full USPTO retrosynthesis dataset with 1.9M reactions from patents (1976-2016). Task: Predict the reactants needed to synthesize the given product. Given the product [CH2:14]([C:2]1[C:11]2[C:6](=[CH:7][CH:8]=[CH:9][CH:10]=2)[CH:5]=[N:4][CH:3]=1)[CH:13]=[CH2:12], predict the reactants needed to synthesize it. The reactants are: Br[C:2]1[C:11]2[C:6](=[CH:7][CH:8]=[CH:9][CH:10]=2)[CH:5]=[N:4][CH:3]=1.[CH2:12]([Sn](CCCC)(CCCC)CCCC)[CH:13]=[CH2:14].